This data is from Forward reaction prediction with 1.9M reactions from USPTO patents (1976-2016). The task is: Predict the product of the given reaction. (1) Given the reactants Br[C:2]1[CH:3]=[C:4]2[C:9](=[CH:10][CH:11]=1)[N:8]=[CH:7][C:6]([C:12]([CH:14]1[CH2:16][CH2:15]1)=[O:13])=[C:5]2[NH:17][C:18]1[CH:23]=[CH:22][CH:21]=[C:20]([CH2:24][CH2:25][N:26]2[CH2:30][CH2:29][CH2:28][CH2:27]2)[CH:19]=1.[Cl:31][C:32]1[CH:37]=[C:36](B2OC(C)(C)C(C)(C)O2)[CH:35]=[C:34]([F:47])[C:33]=1[OH:48], predict the reaction product. The product is: [Cl:31][C:32]1[CH:37]=[C:36]([C:2]2[CH:3]=[C:4]3[C:9](=[CH:10][CH:11]=2)[N:8]=[CH:7][C:6]([C:12]([CH:14]2[CH2:16][CH2:15]2)=[O:13])=[C:5]3[NH:17][C:18]2[CH:23]=[CH:22][CH:21]=[C:20]([CH2:24][CH2:25][N:26]3[CH2:27][CH2:28][CH2:29][CH2:30]3)[CH:19]=2)[CH:35]=[C:34]([F:47])[C:33]=1[OH:48]. (2) Given the reactants C(N(CC)CC)C.[C:8]([O:12][C:13](=[O:31])[NH:14][S:15](=[O:30])(=[O:29])[NH:16][C@@H:17]1[CH2:22][C@@H:21]([C:23](=[O:27])[N:24]([CH3:26])[CH3:25])[CH2:20][CH2:19][C@H:18]1[OH:28])([CH3:11])([CH3:10])[CH3:9].[CH3:32][S:33](Cl)(=[O:35])=[O:34].O, predict the reaction product. The product is: [CH3:32][S:33]([O:28][C@@H:18]1[CH2:19][CH2:20][C@H:21]([C:23](=[O:27])[N:24]([CH3:26])[CH3:25])[CH2:22][C@H:17]1[NH:16][S:15](=[O:30])(=[O:29])[NH:14][C:13]([O:12][C:8]([CH3:11])([CH3:9])[CH3:10])=[O:31])(=[O:35])=[O:34]. (3) Given the reactants F[C:2](F)(F)S(OC[Si](C)(C)C)(=O)=O.CS[C:16]1[S:17][CH:18]=[CH:19][N:20]=1.[CH2:21]([O:23][C:24](=[O:27])[C:25]#[CH:26])[CH3:22].[F-].[Cs+], predict the reaction product. The product is: [CH2:21]([O:23][C:24]([C:25]1[CH:26]=[CH:2][N:20]2[CH:19]=[CH:18][S:17][C:16]=12)=[O:27])[CH3:22]. (4) Given the reactants [CH2:1]([C:3]1[C:4]([NH:11][C@@H:12]2[C:20]3[C:15](=[CH:16][CH:17]=[CH:18][CH:19]=3)[CH2:14][C@@H:13]2O)=[N:5][C:6]([CH2:9]C)=[CH:7][N:8]=1)C.NC1C2C(=CC=CC=2)CC1.ClC1C(C)=NC=C(C)N=1, predict the reaction product. The product is: [CH:12]1([NH:11][C:4]2[C:3]([CH3:1])=[N:8][CH:7]=[C:6]([CH3:9])[N:5]=2)[C:20]2[C:15](=[CH:16][CH:17]=[CH:18][CH:19]=2)[CH2:14][CH2:13]1.